Task: Predict the reactants needed to synthesize the given product.. Dataset: Full USPTO retrosynthesis dataset with 1.9M reactions from patents (1976-2016) Given the product [CH3:21][S:22]([O:18][CH2:17][C:14]1[C:15]2[N:16]=[C:8]([CH:5]3[CH2:4][CH2:3][C:2]([CH3:20])([CH3:1])[CH2:7][CH2:6]3)[S:9][C:10]=2[N:11]=[C:12]([CH3:19])[N:13]=1)(=[O:24])=[O:23], predict the reactants needed to synthesize it. The reactants are: [CH3:1][C:2]1([CH3:20])[CH2:7][CH2:6][CH:5]([C:8]2[S:9][C:10]3[N:11]=[C:12]([CH3:19])[N:13]=[C:14]([CH2:17][OH:18])[C:15]=3[N:16]=2)[CH2:4][CH2:3]1.[CH3:21][S:22](Cl)(=[O:24])=[O:23].